This data is from Forward reaction prediction with 1.9M reactions from USPTO patents (1976-2016). The task is: Predict the product of the given reaction. (1) Given the reactants [F:1][C:2]1[CH:22]=[CH:21][C:5]([CH2:6][NH:7][C:8]([C:10]2[S:14][C:13]([C:15]3[NH:16][N:17]=[CH:18][CH:19]=3)=[N:12][C:11]=2[CH3:20])=[O:9])=[CH:4][CH:3]=1.Br[CH2:24][CH2:25][C:26]1[C:34]2[C:29](=[CH:30][CH:31]=[CH:32][CH:33]=2)[NH:28][CH:27]=1, predict the reaction product. The product is: [F:1][C:2]1[CH:22]=[CH:21][C:5]([CH2:6][NH:7][C:8]([C:10]2[S:14][C:13]([C:15]3[CH:19]=[CH:18][N:17]([CH2:24][CH2:25][C:26]4[C:34]5[C:29](=[CH:30][CH:31]=[CH:32][CH:33]=5)[NH:28][CH:27]=4)[N:16]=3)=[N:12][C:11]=2[CH3:20])=[O:9])=[CH:4][CH:3]=1. (2) Given the reactants [CH2:1]([N:3]([CH2:6][CH3:7])[CH2:4][CH3:5])[CH3:2].CS(Cl)(=O)=O.[O:13]1CCCC1.C(Cl)Cl.C(OC([NH:31][C@H:32]1[CH2:37][CH2:36][C@H:35]([C:38]([N:40]2[CH2:48][C:47]3[C:42](=[CH:43]C=[C:45](CO)[CH:46]=3)[CH2:41]2)=[O:39])[CH2:34][CH2:33]1)=O)C1C=CC=CC=1, predict the reaction product. The product is: [O:13]1[CH2:5][CH2:4][N:3]([CH2:6][C:7]2[CH:43]=[C:42]3[C:47](=[CH:46][CH:45]=2)[CH2:48][N:40]([C:38]([C@H:35]2[CH2:34][CH2:33][C@H:32]([NH2:31])[CH2:37][CH2:36]2)=[O:39])[CH2:41]3)[CH2:1][CH2:2]1. (3) Given the reactants [CH3:1][O:2][C:3]1[CH:8]=[CH:7][C:6]([N:9]=[CH:10][CH2:11][O:12]C(=O)C)=[C:5]([N+:16]([O-])=O)[CH:4]=1, predict the reaction product. The product is: [CH3:1][O:2][C:3]1[CH:4]=[C:5]2[C:6]([NH:9][CH2:10][C:11](=[O:12])[NH:16]2)=[CH:7][CH:8]=1. (4) Given the reactants [CH3:1][N:2]1[CH2:7][CH2:6][N:5]([C@@H:8]2[CH2:13][CH2:12][C@H:11]([N:14]3[C:18]4=[N:19][CH:20]=[N:21][C:22]([NH2:23])=[C:17]4[C:16]([C:24]4[CH:25]=[N:26][C:27]([O:30][C:31]5[CH:36]=[CH:35][CH:34]=[CH:33][CH:32]=5)=[N:28][CH:29]=4)=[N:15]3)[CH2:10][CH2:9]2)[CH2:4][CH2:3]1.[C:37]([OH:44])(=[O:43])/[CH:38]=[CH:39]\[C:40]([OH:42])=[O:41], predict the reaction product. The product is: [C:37]([OH:44])(=[O:43])/[CH:38]=[CH:39]\[C:40]([OH:42])=[O:41].[C:37]([OH:44])(=[O:43])/[CH:38]=[CH:39]\[C:40]([OH:42])=[O:41].[CH3:1][N:2]1[CH2:7][CH2:6][N:5]([CH:8]2[CH2:13][CH2:12][CH:11]([N:14]3[C:18]4=[N:19][CH:20]=[N:21][C:22]([NH2:23])=[C:17]4[C:16]([C:24]4[CH:25]=[N:26][C:27]([O:30][C:31]5[CH:32]=[CH:33][CH:34]=[CH:35][CH:36]=5)=[N:28][CH:29]=4)=[N:15]3)[CH2:10][CH2:9]2)[CH2:4][CH2:3]1. (5) The product is: [Cl:18][C:19]1[CH:20]=[CH:21][C:22]2[N:23]([CH:2]=[C:3]([C:5]3[CH:6]=[C:7]([NH:13][S:14]([CH3:17])(=[O:16])=[O:15])[CH:8]=[C:9]([C:11]#[N:12])[CH:10]=3)[N:25]=2)[N:24]=1. Given the reactants Br[CH2:2][C:3]([C:5]1[CH:6]=[C:7]([NH:13][S:14]([CH3:17])(=[O:16])=[O:15])[CH:8]=[C:9]([C:11]#[N:12])[CH:10]=1)=O.[Cl:18][C:19]1[N:24]=[N:23][C:22]([NH2:25])=[CH:21][CH:20]=1, predict the reaction product. (6) Given the reactants Cl[C:2]1[CH:7]=[CH:6][C:5]([O:8][C:9]2[CH:14]=[CH:13][CH:12]=[C:11]([S:15]([CH3:18])(=[O:17])=[O:16])[CH:10]=2)=[CH:4][C:3]=1[C:19]1[C:28]([CH3:29])=[N:27][C:26]2[C:21](=[CH:22][CH:23]=[CH:24][C:25]=2[C:30]([F:33])([F:32])[F:31])[N:20]=1.[C:34]1(B(O)O)[CH:39]=[CH:38][CH:37]=[CH:36][CH:35]=1.[O-]P([O-])([O-])=O.[K+].[K+].[K+].C1(P(C2CCCCC2)C2C=CC=CC=2C2C(OC)=CC=CC=2OC)CCCCC1, predict the reaction product. The product is: [CH3:29][C:28]1[C:19]([C:3]2[CH:4]=[C:5]([O:8][C:9]3[CH:14]=[CH:13][CH:12]=[C:11]([S:15]([CH3:18])(=[O:17])=[O:16])[CH:10]=3)[CH:6]=[CH:7][C:2]=2[C:34]2[CH:39]=[CH:38][CH:37]=[CH:36][CH:35]=2)=[N:20][C:21]2[C:26]([N:27]=1)=[C:25]([C:30]([F:33])([F:32])[F:31])[CH:24]=[CH:23][CH:22]=2. (7) Given the reactants [F:1][C:2]1[CH:3]=[C:4]([CH:14]([NH:16][C:17]([C:19]2[O:20][C:21]([C:24]3[CH:29]=[C:28]([CH:30]=[CH2:31])[CH:27]=[C:26]([C:32]([F:35])([F:34])[F:33])[CH:25]=3)=[CH:22][CH:23]=2)=[O:18])[CH3:15])[CH:5]=[C:6]([F:13])[C:7]=1[NH:8][S:9]([CH3:12])(=[O:11])=[O:10].[H][H], predict the reaction product. The product is: [F:1][C:2]1[CH:3]=[C:4]([CH:14]([NH:16][C:17]([C:19]2[O:20][C:21]([C:24]3[CH:25]=[C:26]([C:32]([F:35])([F:33])[F:34])[CH:27]=[C:28]([CH2:30][CH3:31])[CH:29]=3)=[CH:22][CH:23]=2)=[O:18])[CH3:15])[CH:5]=[C:6]([F:13])[C:7]=1[NH:8][S:9]([CH3:12])(=[O:10])=[O:11]. (8) Given the reactants [CH3:1][C:2]1[C:6]([CH3:7])=[C:5]([NH:8][C:9](=[O:16])OCC(Cl)(Cl)Cl)[O:4][N:3]=1.[Cl:17][C:18]1[C:23]([Cl:24])=[CH:22][CH:21]=[CH:20][C:19]=1[C:25]1[N:26]=[C:27]([N:30]2[CH2:35][CH2:34][NH:33][CH2:32][CH2:31]2)[S:28][CH:29]=1.C(N(C(C)C)CC)(C)C.O, predict the reaction product. The product is: [Cl:17][C:18]1[C:23]([Cl:24])=[CH:22][CH:21]=[CH:20][C:19]=1[C:25]1[N:26]=[C:27]([N:30]2[CH2:35][CH2:34][N:33]([C:9]([NH:8][C:5]3[O:4][N:3]=[C:2]([CH3:1])[C:6]=3[CH3:7])=[O:16])[CH2:32][CH2:31]2)[S:28][CH:29]=1.